This data is from Full USPTO retrosynthesis dataset with 1.9M reactions from patents (1976-2016). The task is: Predict the reactants needed to synthesize the given product. (1) Given the product [N:1]1([CH:7]2[CH2:8][CH2:9][N:10]([C:13](=[O:54])[C@H:14]([NH:34][C:35]([N:37]3[CH2:38][CH2:39][CH:40]([N:43]4[CH2:52][C:51]5[C:46](=[CH:47][CH:48]=[CH:49][CH:50]=5)[NH:45][C:44]4=[O:53])[CH2:41][CH2:42]3)=[O:36])[CH2:15][C:16]3[CH:17]=[C:18]4[C:22](=[CH:23][CH:24]=3)[NH:21][N:20]=[CH:19]4)[CH2:11][CH2:12]2)[CH2:2][CH2:3][CH2:4][CH2:5][CH2:6]1, predict the reactants needed to synthesize it. The reactants are: [N:1]1([CH:7]2[CH2:12][CH2:11][N:10]([C:13](=[O:54])[C@H:14]([NH:34][C:35]([N:37]3[CH2:42][CH2:41][CH:40]([N:43]4[CH2:52][C:51]5[C:46](=[CH:47][CH:48]=[CH:49][CH:50]=5)[NH:45][C:44]4=[O:53])[CH2:39][CH2:38]3)=[O:36])[CH2:15][C:16]3[CH:17]=[C:18]4[C:22](=[CH:23][CH:24]=3)[N:21](S(CC[Si](C)(C)C)(=O)=O)[N:20]=[CH:19]4)[CH2:9][CH2:8]2)[CH2:6][CH2:5][CH2:4][CH2:3][CH2:2]1.[F-].[Cs+]. (2) Given the product [CH3:19][O:20][C:21]1[CH:29]=[C:28]([O:30][CH3:31])[CH:27]=[CH:26][C:22]=1[C:23]([N:7]1[CH2:8][CH:4]2[CH:5]([CH2:1][N:2]([C:9]3[CH:18]=[N:17][C:16]4[C:11](=[CH:12][CH:13]=[CH:14][CH:15]=4)[N:10]=3)[CH2:3]2)[CH2:6]1)=[O:24], predict the reactants needed to synthesize it. The reactants are: [CH2:1]1[CH:5]2[CH2:6][NH:7][CH2:8][CH:4]2[CH2:3][N:2]1[C:9]1[CH:18]=[N:17][C:16]2[C:11](=[CH:12][CH:13]=[CH:14][CH:15]=2)[N:10]=1.[CH3:19][O:20][C:21]1[CH:29]=[C:28]([O:30][CH3:31])[CH:27]=[CH:26][C:22]=1[C:23](O)=[O:24]. (3) Given the product [CH3:42][C:39]1[N:40]=[CH:41][C:36]([NH:33][C:34]([N:14]2[CH2:15][CH2:16][CH2:17][CH:12]([C:6]3([CH2:18][C:19]4[CH:24]=[CH:23][CH:22]=[C:21]([Cl:25])[CH:20]=4)[C:5]4[C:9](=[CH:10][C:2]([Cl:1])=[CH:3][CH:4]=4)[NH:8][C:7]3=[O:11])[CH2:13]2)=[O:35])=[CH:37][CH:38]=1, predict the reactants needed to synthesize it. The reactants are: [Cl:1][C:2]1[CH:10]=[C:9]2[C:5]([C:6]([CH2:18][C:19]3[CH:24]=[CH:23][CH:22]=[C:21]([Cl:25])[CH:20]=3)([CH:12]3[CH2:17][CH2:16][CH2:15][NH:14][CH2:13]3)[C:7](=[O:11])[NH:8]2)=[CH:4][CH:3]=1.C(N(CC)CC)C.[N:33]([C:36]1[CH:37]=[CH:38][C:39]([CH3:42])=[N:40][CH:41]=1)=[C:34]=[O:35]. (4) The reactants are: Br[C:2]1[CH:7]=[CH:6][C:5]([N:8]2[CH:15]([C:16]3[CH:21]=[CH:20][CH:19]=[CH:18][C:17]=3[O:22][CH3:23])[C:14]3[C:13]([C:24]([CH3:27])([CH3:26])[CH3:25])=[N:12][NH:11][C:10]=3[C:9]2=[O:28])=[CH:4][CH:3]=1.[O:29]1[CH:33]=[CH:32][C:31](B(O)O)=[CH:30]1.P([O-])([O-])([O-])=O.[K+].[K+].[K+].C(C1C=C(C(C)C)C=C(C(C)C)C=1C1C=CC=CC=1P)(C)C. Given the product [C:24]([C:13]1[C:14]2[CH:15]([C:16]3[CH:21]=[CH:20][CH:19]=[CH:18][C:17]=3[O:22][CH3:23])[N:8]([C:5]3[CH:4]=[CH:3][C:2]([C:31]4[CH:32]=[CH:33][O:29][CH:30]=4)=[CH:7][CH:6]=3)[C:9](=[O:28])[C:10]=2[NH:11][N:12]=1)([CH3:25])([CH3:26])[CH3:27], predict the reactants needed to synthesize it. (5) Given the product [CH3:3][NH:4][CH2:5][CH2:6][O:7][C:9]1[CH:18]=[CH:17][CH:16]=[C:15]2[C:10]=1[C:11](=[O:19])[NH:12][CH:13]=[N:14]2, predict the reactants needed to synthesize it. The reactants are: [H-].[Na+].[CH3:3][NH:4][CH2:5][CH2:6][OH:7].F[C:9]1[CH:18]=[CH:17][CH:16]=[C:15]2[C:10]=1[C:11](=[O:19])[NH:12][CH:13]=[N:14]2.CO. (6) Given the product [CH3:32][S:33]([O:22][CH2:21][C:17]1[N:16]=[C:15]2[N:11]([C@@H:7]3[C:8]4[C:4](=[CH:3][C:2]([Br:1])=[CH:10][CH:9]=4)[CH2:5][CH2:6]3)[C:12]([CH2:23][CH3:24])=[N:13][C:14]2=[C:19]([CH3:20])[CH:18]=1)(=[O:35])=[O:34], predict the reactants needed to synthesize it. The reactants are: [Br:1][C:2]1[CH:3]=[C:4]2[C:8](=[CH:9][CH:10]=1)[C@@H:7]([N:11]1[C:15]3=[N:16][C:17]([CH2:21][OH:22])=[CH:18][C:19]([CH3:20])=[C:14]3[N:13]=[C:12]1[CH2:23][CH3:24])[CH2:6][CH2:5]2.C(N(CC)CC)C.[CH3:32][S:33](Cl)(=[O:35])=[O:34]. (7) Given the product [I:34][C:21]1[C:4]2=[N:5][CH:6]=[C:7]([O:19][CH3:20])[C:8]([O:9][CH2:10][C:11]3[CH:16]=[CH:15][C:14]([O:17][CH3:18])=[CH:13][CH:12]=3)=[C:3]2[O:2][C:22]=1[C:23]1[CH:24]=[N:25][N:26]([CH3:28])[CH:27]=1, predict the reactants needed to synthesize it. The reactants are: C[O:2][C:3]1[C:4]([C:21]#[C:22][C:23]2[CH:24]=[N:25][N:26]([CH3:28])[CH:27]=2)=[N:5][CH:6]=[C:7]([O:19][CH3:20])[C:8]=1[O:9][CH2:10][C:11]1[CH:16]=[CH:15][C:14]([O:17][CH3:18])=[CH:13][CH:12]=1.F[B-](F)(F)F.[IH2+:34].N1C=CC=CC=1.N1C=CC=CC=1. (8) Given the product [NH2:24][C:23]1[N:25]=[CH:4][C:5]2[C:6](=[O:20])[CH2:7][CH:8]([C:12]3[CH:17]=[CH:16][CH:15]=[CH:14][C:13]=3[O:18][CH3:19])[CH2:9][C:10]=2[N:22]=1, predict the reactants needed to synthesize it. The reactants are: CN([CH:4]=[C:5]1[C:10](=O)[CH2:9][CH:8]([C:12]2[CH:17]=[CH:16][CH:15]=[CH:14][C:13]=2[O:18][CH3:19])[CH2:7][C:6]1=[O:20])C.Cl.[NH2:22][C:23]([NH2:25])=[NH:24].C(=O)([O-])[O-].[Na+].[Na+].NC1N=CC2C(=O)CC(C3C=CC(Cl)=CC=3)CC=2N=1.